Dataset: Reaction yield outcomes from USPTO patents with 853,638 reactions. Task: Predict the reaction yield, written as a fraction of the theoretical maximum amount of product (1.0 means a 100% yield; for example, 0.34 means a 34% yield). (1) The reactants are [F:1][C:2]1[CH:36]=[C:35]([NH:37][C:38]([NH:40][C:41](=[O:49])[CH2:42][C:43]2[CH:48]=[CH:47][CH:46]=[CH:45][CH:44]=2)=[S:39])[CH:34]=[CH:33][C:3]=1[O:4][C:5]1[CH:10]=[CH:9][N:8]=[C:7]2[CH:11]=[C:12]([C:14]3[CH:15]=[C:16]([CH:30]=[CH:31][CH:32]=3)[CH2:17][N:18]([CH2:26][CH2:27][O:28][CH3:29])C(=O)OC(C)(C)C)[S:13][C:6]=12.C(O)(C(F)(F)F)=O. The catalyst is C(Cl)Cl. The product is [F:1][C:2]1[CH:36]=[C:35]([NH:37][C:38]([NH:40][C:41](=[O:49])[CH2:42][C:43]2[CH:44]=[CH:45][CH:46]=[CH:47][CH:48]=2)=[S:39])[CH:34]=[CH:33][C:3]=1[O:4][C:5]1[CH:10]=[CH:9][N:8]=[C:7]2[CH:11]=[C:12]([C:14]3[CH:32]=[CH:31][CH:30]=[C:16]([CH2:17][NH:18][CH2:26][CH2:27][O:28][CH3:29])[CH:15]=3)[S:13][C:6]=12. The yield is 0.630. (2) The reactants are Br[C:2]1[N:11]([CH2:12][O:13][CH2:14][CH2:15][Si:16]([CH3:19])([CH3:18])[CH3:17])[C:5]2[CH:6]=[N:7][NH:8][C:9](=[O:10])[C:4]=2[C:3]=1[Cl:20].BrC1N(COCC[Si](C)(C)C)C2C=NNC(=O)C=2C=1.[CH:40]1([O:43][C:44]2[CH:45]=[C:46](B3OC(C)(C)C(C)(C)O3)[CH:47]=[CH:48][C:49]=2[O:50][CH3:51])[CH2:42][CH2:41]1.C1(OC2C=C(B3OC(C)(C)C(C)(C)O3)C=CC=2OC(F)F)CC1. No catalyst specified. The product is [Cl:20][C:3]1[C:4]2[C:9](=[O:10])[NH:8][N:7]=[CH:6][C:5]=2[N:11]([CH2:12][O:13][CH2:14][CH2:15][Si:16]([CH3:19])([CH3:18])[CH3:17])[C:2]=1[C:46]1[CH:47]=[CH:48][C:49]([O:50][CH3:51])=[C:44]([O:43][CH:40]2[CH2:41][CH2:42]2)[CH:45]=1. The yield is 0.650.